From a dataset of Peptide-MHC class I binding affinity with 185,985 pairs from IEDB/IMGT. Regression. Given a peptide amino acid sequence and an MHC pseudo amino acid sequence, predict their binding affinity value. This is MHC class I binding data. (1) The peptide sequence is ERYPGGVSL. The MHC is HLA-B18:01 with pseudo-sequence HLA-B18:01. The binding affinity (normalized) is 0.0847. (2) The peptide sequence is VPSLQYLAL. The MHC is HLA-B38:01 with pseudo-sequence HLA-B38:01. The binding affinity (normalized) is 0.322. (3) The peptide sequence is HVIQNAFRK. The MHC is HLA-B57:01 with pseudo-sequence HLA-B57:01. The binding affinity (normalized) is 0.213. (4) The binding affinity (normalized) is 0.0847. The peptide sequence is AVYSTFLHR. The MHC is HLA-B08:03 with pseudo-sequence HLA-B08:03. (5) The peptide sequence is YDAPGWLIW. The binding affinity (normalized) is 0.213. The MHC is HLA-A30:02 with pseudo-sequence HLA-A30:02. (6) The peptide sequence is CWCNATDTW. The MHC is HLA-A23:01 with pseudo-sequence HLA-A23:01. The binding affinity (normalized) is 0.393. (7) The peptide sequence is VRDPKTSEI. The MHC is HLA-B40:01 with pseudo-sequence HLA-B40:01. The binding affinity (normalized) is 0.0847. (8) The peptide sequence is MSQMPPHPY. The MHC is HLA-A02:11 with pseudo-sequence HLA-A02:11. The binding affinity (normalized) is 0.0847. (9) The binding affinity (normalized) is 0. The MHC is HLA-A23:01 with pseudo-sequence HLA-A23:01. The peptide sequence is KWDLIISDMY.